Dataset: Experimentally validated miRNA-target interactions with 360,000+ pairs, plus equal number of negative samples. Task: Binary Classification. Given a miRNA mature sequence and a target amino acid sequence, predict their likelihood of interaction. The miRNA is kshv-miR-K12-5-3p with sequence UAGGAUGCCUGGAACUUGCCGGU. The protein sequence of the target gene is MAHGIPSQGKVTITVDEYSSNPTQAFTHYNINQSRFQPPHVHMVDPIPYDTPKPAGHTRFVCISDTHSRTDGIQMPYGDILLHTGDFTELGLPSEVKKFNDWLGNLPYEYKIVIAGNHELTFDKEFMADLVKQDYYRFPSVSKLKPEDFDNVQSLLTNSIYLQDSEVTVKGFRIYGAPWTPWFNGWGFNLPRGQSLLDKWNLIPEGIDILMTHGPPLGFRDWVPKELQRVGCVELLNTVQRRIRPKLHVFGGIHEGYGIMTDGYTTYINASTCTVSFQPTNPPIIFDLPNPQGS. Result: 0 (no interaction).